From a dataset of NCI-60 drug combinations with 297,098 pairs across 59 cell lines. Regression. Given two drug SMILES strings and cell line genomic features, predict the synergy score measuring deviation from expected non-interaction effect. (1) Drug 2: C1=NC2=C(N1)C(=S)N=C(N2)N. Cell line: KM12. Synergy scores: CSS=30.5, Synergy_ZIP=-9.00, Synergy_Bliss=-10.9, Synergy_Loewe=-7.33, Synergy_HSA=-5.41. Drug 1: C1=CC(=CC=C1CCC2=CNC3=C2C(=O)NC(=N3)N)C(=O)NC(CCC(=O)O)C(=O)O. (2) Drug 1: CC1=C(C=C(C=C1)C(=O)NC2=CC(=CC(=C2)C(F)(F)F)N3C=C(N=C3)C)NC4=NC=CC(=N4)C5=CN=CC=C5. Drug 2: CCCCC(=O)OCC(=O)C1(CC(C2=C(C1)C(=C3C(=C2O)C(=O)C4=C(C3=O)C=CC=C4OC)O)OC5CC(C(C(O5)C)O)NC(=O)C(F)(F)F)O. Cell line: SF-268. Synergy scores: CSS=49.1, Synergy_ZIP=-2.91, Synergy_Bliss=-2.65, Synergy_Loewe=0.534, Synergy_HSA=0.777. (3) Drug 1: COC1=CC(=CC(=C1O)OC)C2C3C(COC3=O)C(C4=CC5=C(C=C24)OCO5)OC6C(C(C7C(O6)COC(O7)C8=CC=CS8)O)O. Drug 2: CCC1(CC2CC(C3=C(CCN(C2)C1)C4=CC=CC=C4N3)(C5=C(C=C6C(=C5)C78CCN9C7C(C=CC9)(C(C(C8N6C)(C(=O)OC)O)OC(=O)C)CC)OC)C(=O)OC)O.OS(=O)(=O)O. Cell line: NCI-H322M. Synergy scores: CSS=27.4, Synergy_ZIP=-6.42, Synergy_Bliss=1.31, Synergy_Loewe=-5.06, Synergy_HSA=1.79. (4) Drug 1: C1CC(=O)NC(=O)C1N2CC3=C(C2=O)C=CC=C3N. Drug 2: COCCOC1=C(C=C2C(=C1)C(=NC=N2)NC3=CC=CC(=C3)C#C)OCCOC.Cl. Cell line: A549. Synergy scores: CSS=16.2, Synergy_ZIP=-1.49, Synergy_Bliss=5.48, Synergy_Loewe=9.24, Synergy_HSA=9.40. (5) Drug 1: CC1=C2C(C(=O)C3(C(CC4C(C3C(C(C2(C)C)(CC1OC(=O)C(C(C5=CC=CC=C5)NC(=O)OC(C)(C)C)O)O)OC(=O)C6=CC=CC=C6)(CO4)OC(=O)C)OC)C)OC. Drug 2: COCCOC1=C(C=C2C(=C1)C(=NC=N2)NC3=CC=CC(=C3)C#C)OCCOC.Cl. Cell line: MDA-MB-231. Synergy scores: CSS=44.1, Synergy_ZIP=4.97, Synergy_Bliss=5.93, Synergy_Loewe=-16.3, Synergy_HSA=6.90. (6) Drug 1: C1C(C(OC1N2C=NC3=C(N=C(N=C32)Cl)N)CO)O. Drug 2: CCC1(C2=C(COC1=O)C(=O)N3CC4=CC5=C(C=CC(=C5CN(C)C)O)N=C4C3=C2)O.Cl. Cell line: SR. Synergy scores: CSS=81.9, Synergy_ZIP=-3.09, Synergy_Bliss=-3.92, Synergy_Loewe=-2.44, Synergy_HSA=-0.657. (7) Drug 1: C1=CN(C(=O)N=C1N)C2C(C(C(O2)CO)O)O.Cl. Drug 2: CC1CCCC2(C(O2)CC(NC(=O)CC(C(C(=O)C(C1O)C)(C)C)O)C(=CC3=CSC(=N3)C)C)C. Cell line: SR. Synergy scores: CSS=66.5, Synergy_ZIP=-2.12, Synergy_Bliss=-3.91, Synergy_Loewe=-4.34, Synergy_HSA=-2.03.